Dataset: Catalyst prediction with 721,799 reactions and 888 catalyst types from USPTO. Task: Predict which catalyst facilitates the given reaction. Reactant: [N:1]#[C:2]Br.[Br:4][C:5]1[CH:11]=[CH:10][C:8]([NH2:9])=[CH:7][C:6]=1[CH3:12]. Product: [Br:4][C:5]1[CH:11]=[CH:10][C:8]([NH:9][C:2]#[N:1])=[CH:7][C:6]=1[CH3:12]. The catalyst class is: 385.